From a dataset of Forward reaction prediction with 1.9M reactions from USPTO patents (1976-2016). Predict the product of the given reaction. Given the reactants [CH2:1]([CH:10]([O:22][CH:23]([C:30]1[CH:35]=[CH:34][CH:33]=[CH:32][CH:31]=1)[C:24]1[CH:29]=[CH:28][CH:27]=[CH:26][CH:25]=1)[C@:11]1([CH2:20][OH:21])[O:17][C@@H:14]([O:15][CH3:16])[C@@H:13]([F:18])[C@@H:12]1[OH:19])[C:2]1[CH:7]=[CH:6][C:5]([O:8][CH3:9])=[CH:4][CH:3]=1.[C:36](Cl)(=[O:43])[C:37]1[CH:42]=[CH:41][CH:40]=[CH:39][CH:38]=1, predict the reaction product. The product is: [CH2:1]([CH:10]([O:22][CH:23]([C:30]1[CH:35]=[CH:34][CH:33]=[CH:32][CH:31]=1)[C:24]1[CH:25]=[CH:26][CH:27]=[CH:28][CH:29]=1)[C@:11]1([CH2:20][O:21][C:23](=[O:22])[C:24]2[CH:29]=[CH:28][CH:27]=[CH:26][CH:25]=2)[O:17][C@@H:14]([O:15][CH3:16])[C@@H:13]([F:18])[C@@H:12]1[O:19][C:36](=[O:43])[C:37]1[CH:42]=[CH:41][CH:40]=[CH:39][CH:38]=1)[C:2]1[CH:3]=[CH:4][C:5]([O:8][CH3:9])=[CH:6][CH:7]=1.